This data is from Catalyst prediction with 721,799 reactions and 888 catalyst types from USPTO. The task is: Predict which catalyst facilitates the given reaction. (1) Reactant: Br[C:2]1[CH:24]=[C:23]([Cl:25])[C:5]([C:6]([C:8]2[C:16]3[C:11](=[C:12]([NH:17][C:18]([CH:20]4[CH2:22][CH2:21]4)=[O:19])[N:13]=[CH:14][CH:15]=3)[NH:10][CH:9]=2)=[O:7])=[C:4]([Cl:26])[CH:3]=1.[CH3:27][C:28]1[C:32](B(O)O)=[C:31]([CH3:36])[O:30][N:29]=1.O1CCOCC1.C(=O)([O-])[O-].[K+].[K+]. Product: [Cl:25][C:23]1[CH:24]=[C:2]([C:32]2[C:28]([CH3:27])=[N:29][O:30][C:31]=2[CH3:36])[CH:3]=[C:4]([Cl:26])[C:5]=1[C:6]([C:8]1[C:16]2[C:11](=[C:12]([NH:17][C:18]([CH:20]3[CH2:22][CH2:21]3)=[O:19])[N:13]=[CH:14][CH:15]=2)[NH:10][CH:9]=1)=[O:7]. The catalyst class is: 263. (2) Reactant: [CH3:1][O:2][C:3]1[CH:4]=[C:5]([NH2:26])[CH:6]=[CH:7][C:8]=1[C:9]1[O:10][C:11]([C:14]2[C:15]([C:20]3[CH:25]=[CH:24][CH:23]=[CH:22][CH:21]=3)=[N:16][O:17][C:18]=2[CH3:19])=[N:12][N:13]=1.C(N(CC)C(C)C)(C)C.[CH:36]1([C:39](Cl)=[O:40])[CH2:38][CH2:37]1. Product: [CH3:1][O:2][C:3]1[CH:4]=[C:5]([NH:26][C:39]([CH:36]2[CH2:38][CH2:37]2)=[O:40])[CH:6]=[CH:7][C:8]=1[C:9]1[O:10][C:11]([C:14]2[C:15]([C:20]3[CH:21]=[CH:22][CH:23]=[CH:24][CH:25]=3)=[N:16][O:17][C:18]=2[CH3:19])=[N:12][N:13]=1. The catalyst class is: 527. (3) Reactant: [Si]([O:8][CH2:9][C:10]1([CH3:34])[S:16][CH2:15][CH2:14][N:13]2[C:17]([C:20]3([C:23]4[CH:28]=[CH:27][C:26]([C:29]5[S:30][CH:31]=[CH:32][N:33]=5)=[CH:25][CH:24]=4)[CH2:22][CH2:21]3)=[N:18][N:19]=[C:12]2[CH2:11]1)(C(C)(C)C)(C)C.Cl. Product: [CH3:34][C:10]1([CH2:9][OH:8])[S:16][CH2:15][CH2:14][N:13]2[C:17]([C:20]3([C:23]4[CH:24]=[CH:25][C:26]([C:29]5[S:30][CH:31]=[CH:32][N:33]=5)=[CH:27][CH:28]=4)[CH2:22][CH2:21]3)=[N:18][N:19]=[C:12]2[CH2:11]1. The catalyst class is: 5. (4) Reactant: [CH2:1]([NH:4][C:5]1[N:15]=[C:14]([C:16]([F:19])([F:18])[F:17])[CH:13]=[CH:12][C:6]=1[C:7]([O:9]CC)=[O:8])[CH2:2][CH3:3].[OH-].[Na+]. Product: [CH2:1]([NH:4][C:5]1[N:15]=[C:14]([C:16]([F:19])([F:17])[F:18])[CH:13]=[CH:12][C:6]=1[C:7]([OH:9])=[O:8])[CH2:2][CH3:3]. The catalyst class is: 7. (5) Reactant: [CH3:1][C:2]1[CH:6]=[C:5]([C:7]([OH:9])=O)[N:4]([CH2:10][C:11]([F:14])([F:13])[F:12])[N:3]=1.O1CCCC1.C(Cl)(=O)C(Cl)=O.[NH2:26][C:27]1[CH:28]=[C:29]([CH:46]=[CH:47][CH:48]=1)[O:30][C:31]1[CH:32]=[CH:33][C:34]2[N:35]([N:37]=[C:38]([NH:40][C:41]([CH:43]3[CH2:45][CH2:44]3)=[O:42])[N:39]=2)[CH:36]=1. Product: [CH:43]1([C:41]([NH:40][C:38]2[N:39]=[C:34]3[CH:33]=[CH:32][C:31]([O:30][C:29]4[CH:28]=[C:27]([NH:26][C:7]([C:5]5[N:4]([CH2:10][C:11]([F:14])([F:13])[F:12])[N:3]=[C:2]([CH3:1])[CH:6]=5)=[O:9])[CH:48]=[CH:47][CH:46]=4)=[CH:36][N:35]3[N:37]=2)=[O:42])[CH2:44][CH2:45]1. The catalyst class is: 402. (6) Reactant: [C:1]([C:5]1[CH:9]=[C:8]([C:10]([OH:12])=O)[O:7][N:6]=1)([CH3:4])([CH3:3])[CH3:2].[Cl:13]CCl. Product: [C:1]([C:5]1[CH:9]=[C:8]([C:10]([Cl:13])=[O:12])[O:7][N:6]=1)([CH3:4])([CH3:3])[CH3:2]. The catalyst class is: 9. (7) Reactant: Cl[C:2](OCC)=[O:3].[CH3:7][O:8][C:9]1[CH:14]=[CH:13][N:12]=[CH:11][CH:10]=1.[CH3:15][Mg]Br.[CH3:18][C:19]([CH3:22])([O-:21])[CH3:20].[K+]. Product: [CH3:7][O:8][C:9]1[CH:14]=[CH:13][N:12]([C:2]([O:21][C:19]([CH3:22])([CH3:20])[CH3:18])=[O:3])[CH:11]([CH3:15])[CH:10]=1. The catalyst class is: 30. (8) Reactant: [NH2:1][C:2]1[CH:3]=[C:4]2[C:8](=[CH:9][CH:10]=1)[CH2:7][CH2:6][CH2:5]2.C(N(CC)CC)C.[C:18](OC(=O)C)(=[O:20])[CH3:19].Cl. Product: [C:18]([NH:1][C:2]1[CH:3]=[C:4]2[C:8](=[CH:9][CH:10]=1)[CH2:7][CH2:6][CH2:5]2)(=[O:20])[CH3:19]. The catalyst class is: 2. (9) The catalyst class is: 83. Product: [Br:1][C:2]1[CH:3]=[C:4]([C:15]([OH:17])=[O:16])[C:5]2[C:6]([F:14])=[CH:7][N:8]([CH:11]([CH3:12])[CH3:13])[C:9]=2[CH:10]=1. Reactant: [Br:1][C:2]1[CH:3]=[C:4]([C:15]([O:17]C)=[O:16])[C:5]2[C:6]([F:14])=[CH:7][N:8]([CH:11]([CH3:13])[CH3:12])[C:9]=2[CH:10]=1.[OH-].[Li+].O.[Al].